Task: Predict which catalyst facilitates the given reaction.. Dataset: Catalyst prediction with 721,799 reactions and 888 catalyst types from USPTO (1) Reactant: [C:1]([O:5][C:6](=[O:25])[N:7]([CH2:9][CH2:10][O:11][C:12]1[CH:17]=[C:16](Cl)[N:15]=[C:14]([N:19]2[CH2:24][CH2:23][O:22][CH2:21][CH2:20]2)[N:13]=1)[CH3:8])([CH3:4])([CH3:3])[CH3:2].[NH2:26][NH2:27]. Product: [C:1]([O:5][C:6](=[O:25])[N:7]([CH2:9][CH2:10][O:11][C:12]1[CH:17]=[C:16]([NH:26][NH2:27])[N:15]=[C:14]([N:19]2[CH2:24][CH2:23][O:22][CH2:21][CH2:20]2)[N:13]=1)[CH3:8])([CH3:4])([CH3:3])[CH3:2]. The catalyst class is: 12. (2) Reactant: [C:1]1([CH3:13])[CH:6]=[CH:5][C:4]([S:7]([CH2:10][C:11]#[N:12])(=[O:9])=[O:8])=[CH:3][CH:2]=1.Br[CH2:15][CH2:16][CH2:17][CH2:18]Br. Product: [C:1]1([CH3:13])[CH:2]=[CH:3][C:4]([S:7]([C:10]2([C:11]#[N:12])[CH2:18][CH2:17][CH2:16][CH2:15]2)(=[O:8])=[O:9])=[CH:5][CH:6]=1. The catalyst class is: 572. (3) Reactant: C(OC([NH:11][CH2:12][CH2:13][CH2:14][C@@H:15]([NH:18][C:19](=[O:41])[CH2:20][C@H:21]([O:33][CH2:34][C:35]1[CH:40]=[CH:39][CH:38]=[CH:37][CH:36]=1)[CH2:22][CH2:23][CH2:24][CH2:25][CH2:26][CH2:27][CH2:28][CH2:29][CH2:30][CH2:31][CH3:32])[CH2:16][OH:17])=O)C1C=CC=CC=1.C(N(CC)CC)C.[H][H].ClCCl.CO.C(N(CC)CC)C. Product: [NH2:11][CH2:12][CH2:13][CH2:14][C@@H:15]([NH:18][C:19](=[O:41])[CH2:20][C@H:21]([O:33][CH2:34][C:35]1[CH:40]=[CH:39][CH:38]=[CH:37][CH:36]=1)[CH2:22][CH2:23][CH2:24][CH2:25][CH2:26][CH2:27][CH2:28][CH2:29][CH2:30][CH2:31][CH3:32])[CH2:16][OH:17]. The catalyst class is: 29.